Dataset: Full USPTO retrosynthesis dataset with 1.9M reactions from patents (1976-2016). Task: Predict the reactants needed to synthesize the given product. (1) The reactants are: C[O:2][C:3](=[O:54])[C@@H:4]([NH:21][C:22]([C@@H:24]1[CH2:33][C:32]2[CH:31]=[C:30]3[O:34][CH2:35][C@H:36]([C:38]4[CH:43]=[CH:42][C:41]([O:44][CH2:45][C:46]5[CH:51]=[CH:50][C:49]([Cl:52])=[C:48]([Cl:53])[CH:47]=5)=[CH:40][CH:39]=4)[O:37][C:29]3=[CH:28][C:27]=2[CH2:26][NH:25]1)=[O:23])[CH2:5][C:6]1[CH:11]=[CH:10][C:9]([O:12][C:13]2[CH:18]=[CH:17][N:16]=[C:15]([CH3:19])[C:14]=2[CH3:20])=[CH:8][CH:7]=1.[CH:55]([C:58]1[O:59][C:60]([CH3:66])=[C:61]([C:63]([OH:65])=O)[N:62]=1)([CH3:57])[CH3:56]. Given the product [Cl:53][C:48]1[CH:47]=[C:46]([CH:51]=[CH:50][C:49]=1[Cl:52])[CH2:45][O:44][C:41]1[CH:42]=[CH:43][C:38]([C@H:36]2[CH2:35][O:34][C:30]3=[CH:31][C:32]4[CH2:33][C@@H:24]([C:22]([NH:21][C@@H:4]([CH2:5][C:6]5[CH:11]=[CH:10][C:9]([O:12][C:13]6[CH:18]=[CH:17][N:16]=[C:15]([CH3:19])[C:14]=6[CH3:20])=[CH:8][CH:7]=5)[C:3]([OH:54])=[O:2])=[O:23])[N:25]([C:63]([C:61]5[N:62]=[C:58]([CH:55]([CH3:56])[CH3:57])[O:59][C:60]=5[CH3:66])=[O:65])[CH2:26][C:27]=4[CH:28]=[C:29]3[O:37]2)=[CH:39][CH:40]=1, predict the reactants needed to synthesize it. (2) Given the product [CH3:22][O:21][C:19](=[O:20])[C:18]1[CH:23]=[CH:24][C:15]([CH2:14][N:8]2[CH:7]=[CH:6][C:5]3[C:10](=[N:11][C:2]([Br:1])=[CH:3][CH:4]=3)[C:9]2=[O:12])=[CH:16][CH:17]=1, predict the reactants needed to synthesize it. The reactants are: [Br:1][C:2]1[N:11]=[C:10]2[C:5]([CH:6]=[CH:7][N:8]=[C:9]2[OH:12])=[CH:4][CH:3]=1.Br[CH2:14][C:15]1[CH:24]=[CH:23][C:18]([C:19]([O:21][CH3:22])=[O:20])=[CH:17][CH:16]=1.C(=O)([O-])[O-].[Cs+].[Cs+].